From a dataset of Reaction yield outcomes from USPTO patents with 853,638 reactions. Predict the reaction yield, written as a fraction of the theoretical maximum amount of product (1.0 means a 100% yield; for example, 0.34 means a 34% yield). (1) The reactants are N[C@H](C1C=CC=CC=1)C[N:4]1[C:9](=[O:10])[C:8](Br)=[CH:7][N:6]([CH2:12][C:13]2[C:18]([C:19]([F:22])([F:21])[F:20])=[CH:17][CH:16]=[CH:15][C:14]=2[F:23])[C:5]1=[O:24].[Cl:31][C:32]1[CH:37]=[CH:36][CH:35]=[CH:34][C:33]=1B(O)O.C([O-])([O-])=O.[Na+].[Na+]. The catalyst is O1CCOCC1.O.[Pd].C1(P(C2C=CC=CC=2)C2C=CC=CC=2)C=CC=CC=1.C1(P(C2C=CC=CC=2)C2C=CC=CC=2)C=CC=CC=1.C1(P(C2C=CC=CC=2)C2C=CC=CC=2)C=CC=CC=1.C1(P(C2C=CC=CC=2)C2C=CC=CC=2)C=CC=CC=1. The product is [Cl:31][C:32]1[CH:37]=[CH:36][CH:35]=[CH:34][C:33]=1[C:8]1[C:9](=[O:10])[NH:4][C:5](=[O:24])[N:6]([CH2:12][C:13]2[C:18]([C:19]([F:22])([F:21])[F:20])=[CH:17][CH:16]=[CH:15][C:14]=2[F:23])[CH:7]=1. The yield is 0.700. (2) The reactants are [CH3:1][O:2][C:3]([C:5]1[CH:6]=[C:7]2[C:12](=[CH:13][CH:14]=1)[O:11][CH2:10][CH:9]([NH2:15])[CH2:8]2)=[O:4].Cl[C:17]1[N:22]=[CH:21][C:20]([C:23]2[CH:24]=[N:25][CH:26]=[CH:27][CH:28]=2)=[CH:19][N:18]=1.CCOC(C)=O. The catalyst is CN(C=O)C.[Cl-].[Na+].O. The product is [CH3:1][O:2][C:3]([C:5]1[CH:6]=[C:7]2[C:12](=[CH:13][CH:14]=1)[O:11][CH2:10][CH:9]([NH:15][C:17]1[N:18]=[CH:19][C:20]([C:23]3[CH:24]=[N:25][CH:26]=[CH:27][CH:28]=3)=[CH:21][N:22]=1)[CH2:8]2)=[O:4]. The yield is 0.440. (3) The reactants are [C:1]1([CH:7](O)[CH2:8][CH:9]=[CH2:10])[CH:6]=[CH:5][CH:4]=[CH:3][CH:2]=1.[CH:12]([C:14]1[CH:23]=[CH:22][C:17]([C:18]([O:20][CH3:21])=[O:19])=[CH:16][CH:15]=1)=[O:13].C(O)(=[O:26])C.B(F)(F)F.CCOCC.C([O-])(O)=O.[Na+].C([O-])([O-])=O.[K+].[K+]. The catalyst is C1C=CC=CC=1.CO. The product is [OH:26][CH:9]1[CH2:8][C@@H:7]([C:1]2[CH:6]=[CH:5][CH:4]=[CH:3][CH:2]=2)[O:13][C@@H:12]([C:14]2[CH:23]=[CH:22][C:17]([C:18]([O:20][CH3:21])=[O:19])=[CH:16][CH:15]=2)[CH2:10]1. The yield is 0.240. (4) The reactants are [CH3:1][O:2][C:3]1[C:8]([CH:9]=[O:10])=[CH:7][CH:6]=[CH:5][N:4]=1.[BH4-].[Na+]. The catalyst is CO. The product is [CH3:1][O:2][C:3]1[C:8]([CH2:9][OH:10])=[CH:7][CH:6]=[CH:5][N:4]=1. The yield is 0.813. (5) The reactants are [Br:1][C:2]1[C:3](F)=[C:4]2[C:10]([NH:11][C:12]([C:14]3[CH:18]=[C:17]([CH3:19])[O:16][N:15]=3)=[O:13])=[CH:9][NH:8][C:5]2=[N:6][CH:7]=1.[NH:21]1[CH2:26][CH2:25][CH2:24][C@@H:23]([NH:27][C:28](=[O:34])[O:29][C:30]([CH3:33])([CH3:32])[CH3:31])[CH2:22]1. The catalyst is CCCCO. The product is [Br:1][C:2]1[C:3]([N:21]2[CH2:26][CH2:25][CH2:24][C@@H:23]([NH:27][C:28](=[O:34])[O:29][C:30]([CH3:32])([CH3:31])[CH3:33])[CH2:22]2)=[C:4]2[C:10]([NH:11][C:12]([C:14]3[CH:18]=[C:17]([CH3:19])[O:16][N:15]=3)=[O:13])=[CH:9][NH:8][C:5]2=[N:6][CH:7]=1. The yield is 0.130. (6) The reactants are [Br:1][C:2]1[CH:3]=[C:4]([CH:7]=[CH:8][C:9]=1[Cl:10])[CH:5]=O.[CH3:11][NH:12][CH3:13]. The catalyst is C(Cl)Cl. The product is [Br:1][C:2]1[CH:3]=[C:4]([CH2:5][N:12]([CH3:13])[CH3:11])[CH:7]=[CH:8][C:9]=1[Cl:10]. The yield is 0.980. (7) The reactants are [CH3:1][C@@:2]1([C:8]2[CH:17]=[CH:16][C:15]3[C:10](=[CH:11][CH:12]=[C:13]([O:18][C@H:19]4[CH2:24][CH2:23][C@@H:22]([CH3:25])[CH2:21][CH2:20]4)[CH:14]=3)[CH:9]=2)[CH2:6][O:5]C(=O)[NH:3]1.C(O)C.O.[OH-].[Li+]. The catalyst is O. The product is [NH2:3][C@@:2]([C:8]1[CH:17]=[CH:16][C:15]2[C:10](=[CH:11][CH:12]=[C:13]([O:18][C@H:19]3[CH2:20][CH2:21][C@@H:22]([CH3:25])[CH2:23][CH2:24]3)[CH:14]=2)[CH:9]=1)([CH3:1])[CH2:6][OH:5]. The yield is 0.0600. (8) The reactants are [CH3:1][N:2]1[CH:6]=[C:5]([C:7]2[C:15]3[C:10](=[N:11][CH:12]=[C:13]([OH:16])[CH:14]=3)[N:9]([CH2:17][O:18][CH2:19][CH2:20][Si:21]([CH3:24])([CH3:23])[CH3:22])[CH:8]=2)[CH:4]=[N:3]1.Br[CH2:26][CH2:27][CH2:28][CH2:29][CH2:30][CH3:31].C([O-])([O-])=O.[K+].[K+]. The catalyst is [N+](CCCC)(CCCC)(CCCC)CCCC.[I-].CC(C)=O. The product is [CH2:26]([O:16][C:13]1[CH:14]=[C:15]2[C:7]([C:5]3[CH:4]=[N:3][N:2]([CH3:1])[CH:6]=3)=[CH:8][N:9]([CH2:17][O:18][CH2:19][CH2:20][Si:21]([CH3:24])([CH3:23])[CH3:22])[C:10]2=[N:11][CH:12]=1)[CH2:27][CH2:28][CH2:29][CH2:30][CH3:31]. The yield is 0.480. (9) The reactants are [CH3:1][Sn:2]([CH3:29])([CH3:28])[C:3]1[S:7][C:6]([C:8]2[C:16]3[C:12](=[N:13][S:14][N:15]=3)[C:11]([C:17]3[S:18][C:19]([Sn:23]([CH3:26])([CH3:25])[CH3:24])=[C:20]([CH3:22])[CH:21]=3)=[CH:10][CH:9]=2)=[CH:5][C:4]=1[CH3:27].C(C1C=C(B2OC(C)(C)C(C)(C)O2)SC=1)[CH2:31][CH2:32][CH2:33][CH2:34][CH3:35]. No catalyst specified. The product is [CH3:29][Sn:2]([CH3:28])([CH3:1])[C:3]1[S:7][C:6]([C:8]2[C:16]3[C:12](=[N:13][S:14][N:15]=3)[C:11]([C:17]3[S:18][C:19]([Sn:23]([CH3:26])([CH3:25])[CH3:24])=[C:20]([CH2:22][CH2:3][CH2:4][CH2:5][CH2:6][CH3:8])[CH:21]=3)=[CH:10][CH:9]=2)=[CH:5][C:4]=1[CH2:27][CH2:35][CH2:34][CH2:33][CH2:32][CH3:31]. The yield is 0.650.